From a dataset of Forward reaction prediction with 1.9M reactions from USPTO patents (1976-2016). Predict the product of the given reaction. (1) The product is: [OH:6][CH:5]([CH2:4][OH:3])[CH2:7][CH2:8][NH:9][C:10]([CH:12]1[CH:16]([C:17]2[CH:22]=[CH:21][CH:20]=[C:19]([Cl:23])[C:18]=2[F:24])[C:15]([C:27]2[CH:32]=[CH:31][C:30]([Cl:33])=[CH:29][C:28]=2[F:34])([C:25]#[N:26])[CH:14]([CH3:35])[N:13]1[C:43](=[O:44])[C:42]1[CH:46]=[CH:47][CH:48]=[C:40]([O:39][CH2:37][CH3:38])[CH:41]=1)=[O:11]. Given the reactants CC1(C)[O:6][CH:5]([CH2:7][CH2:8][NH:9][C:10]([CH:12]2[CH:16]([C:17]3[CH:22]=[CH:21][CH:20]=[C:19]([Cl:23])[C:18]=3[F:24])[C:15]([C:27]3[CH:32]=[CH:31][C:30]([Cl:33])=[CH:29][C:28]=3[F:34])([C:25]#[N:26])[CH:14]([CH3:35])[NH:13]2)=[O:11])[CH2:4][O:3]1.[CH2:37]([O:39][C:40]1[CH:41]=[C:42]([CH:46]=[CH:47][CH:48]=1)[C:43](Cl)=[O:44])[CH3:38].C(N(CC)CC)C.Cl, predict the reaction product. (2) Given the reactants [CH:1]1[C:6]([C:7]#[N:8])=[CH:5][C:4]2[C:9]([CH2:12][CH2:13][CH2:14][CH2:15]N3CCN(C4C=CC5OC(C(N)=O)=CC=5C=4)CC3)=[CH:10][NH:11][C:3]=2[CH:2]=1.ClCCCC(C1C2C(=CC=C(C#N)C=2)NC=1)=[O:39].[BH4-].[Na+].Cl, predict the reaction product. The product is: [OH:39][CH2:15][CH2:14][CH2:13][CH2:12][C:9]1[C:4]2[C:3](=[CH:2][CH:1]=[C:6]([C:7]#[N:8])[CH:5]=2)[NH:11][CH:10]=1. (3) Given the reactants Br[C:2]1[N:6]([CH2:7][C:8]2[CH:13]=[C:12]([Cl:14])[CH:11]=[CH:10][C:9]=2[Cl:15])[C:5]([C:16]2[CH:17]=[N:18][CH:19]=[CH:20][CH:21]=2)=[N:4][CH:3]=1.O.[CH3:23][N:24](C=O)C, predict the reaction product. The product is: [Cl:15][C:9]1[CH:10]=[CH:11][C:12]([Cl:14])=[CH:13][C:8]=1[CH2:7][N:6]1[C:2]([C:23]#[N:24])=[CH:3][N:4]=[C:5]1[C:16]1[CH:17]=[N:18][CH:19]=[CH:20][CH:21]=1. (4) Given the reactants [CH3:1][O:2][CH2:3][C:4](Cl)=[O:5].Cl.[F:8][C:9]1[CH:14]=[CH:13][C:12]([N:15]2[C:23]3[C:18](=[CH:19][C:20]([O:24][C@H:25]([C:29]4[CH:34]=[CH:33][C:32]([S:35][CH3:36])=[CH:31][CH:30]=4)[C@@H:26]([NH2:28])[CH3:27])=[CH:21][CH:22]=3)[CH:17]=[N:16]2)=[CH:11][CH:10]=1.C(N(CC)CC)C, predict the reaction product. The product is: [F:8][C:9]1[CH:14]=[CH:13][C:12]([N:15]2[C:23]3[C:18](=[CH:19][C:20]([O:24][C@H:25]([C:29]4[CH:30]=[CH:31][C:32]([S:35][CH3:36])=[CH:33][CH:34]=4)[C@@H:26]([NH:28][C:4](=[O:5])[CH2:3][O:2][CH3:1])[CH3:27])=[CH:21][CH:22]=3)[CH:17]=[N:16]2)=[CH:11][CH:10]=1. (5) Given the reactants [C:1]([O:5][C:6](=[O:17])[NH:7][CH2:8][CH2:9][N:10]1[C:14](=[O:15])[CH2:13][S:12][C:11]1=[S:16])([CH3:4])([CH3:3])[CH3:2].[CH:18]([C:20]1[O:24][C:23]([C:25]2[CH:33]=[CH:32][C:28]([C:29]([OH:31])=[O:30])=[CH:27][CH:26]=2)=[CH:22][CH:21]=1)=O, predict the reaction product. The product is: [C:1]([O:5][C:6]([NH:7][CH2:8][CH2:9][N:10]1[C:14](=[O:15])[C:13](=[CH:18][C:20]2[O:24][C:23]([C:25]3[CH:33]=[CH:32][C:28]([C:29]([OH:31])=[O:30])=[CH:27][CH:26]=3)=[CH:22][CH:21]=2)[S:12][C:11]1=[S:16])=[O:17])([CH3:4])([CH3:2])[CH3:3]. (6) Given the reactants [C:1]([O:5][C:6]([N:8]1[C:16]2[C:11](=[CH:12][CH:13]=[C:14]([OH:17])[CH:15]=2)[C:10]([NH:18][C:19](=[O:33])[C:20]2[CH:25]=[CH:24][C:23]([N:26]3[CH2:31][CH2:30][N:29]([CH3:32])[CH2:28][CH2:27]3)=[CH:22][CH:21]=2)=[N:9]1)=[O:7])([CH3:4])([CH3:3])[CH3:2].[C:34]1(B(O)O)[CH:39]=[CH:38][CH:37]=[CH:36][CH:35]=1, predict the reaction product. The product is: [C:1]([O:5][C:6]([N:8]1[C:16]2[C:11](=[CH:12][CH:13]=[C:14]([O:17][C:34]3[CH:39]=[CH:38][CH:37]=[CH:36][CH:35]=3)[CH:15]=2)[C:10]([NH:18][C:19](=[O:33])[C:20]2[CH:25]=[CH:24][C:23]([N:26]3[CH2:31][CH2:30][N:29]([CH3:32])[CH2:28][CH2:27]3)=[CH:22][CH:21]=2)=[N:9]1)=[O:7])([CH3:4])([CH3:3])[CH3:2]. (7) The product is: [C:1]([C:5]1[N:6]=[C:7]([N:16]2[CH2:20][CH2:19][C:18]([F:21])([F:22])[CH2:17]2)[C:8]2[C:9](=[N:11][N:12]([CH2:14][C:15]3[C:44]([Cl:43])=[CH:49][CH:48]=[C:47]([Cl:50])[N:46]=3)[N:13]=2)[N:10]=1)([CH3:2])([CH3:3])[CH3:4]. Given the reactants [C:1]([C:5]1[N:6]=[C:7]([N:16]2[CH2:20][CH2:19][C:18]([F:22])([F:21])[CH2:17]2)[C:8]2[C:9](=[N:11][N:12]([CH2:14][CH3:15])[N:13]=2)[N:10]=1)([CH3:4])([CH3:3])[CH3:2].C(C1N=C(N2CCC(F)(F)C2)C2N=NNC=2N=1)(C)(C)C.[Cl:43][C:44]1C(CCl)=[N:46][C:47]([Cl:50])=[CH:48][CH:49]=1, predict the reaction product.